Dataset: hERG Central: cardiac toxicity at 1µM, 10µM, and general inhibition. Task: Predict hERG channel inhibition at various concentrations. (1) The molecule is Cl.OC(COc1ccc(F)cc1)CN1CCN(c2ccccc2F)CC1. Results: hERG_inhib (hERG inhibition (general)): blocker. (2) The molecule is COc1cc2c(C(=O)N3CCN(C)CC3)c(CSc3ccccc3)n(C)c2cc1Br. Results: hERG_inhib (hERG inhibition (general)): blocker. (3) Results: hERG_inhib (hERG inhibition (general)): blocker. The compound is N=c1c(C(=O)NCc2ccc(F)cc2)cc2c(=O)n3ccccc3nc2n1Cc1ccco1. (4) The drug is CCCN(CCC)CCCNC(=O)c1ccc(CS(=O)(=O)c2c(Cl)cccc2Cl)o1. Results: hERG_inhib (hERG inhibition (general)): blocker. (5) The drug is COc1ccc(COC(=O)C2CC(=O)N(Cc3ccc(C)cc3)C2)cc1. Results: hERG_inhib (hERG inhibition (general)): blocker.